Dataset: Forward reaction prediction with 1.9M reactions from USPTO patents (1976-2016). Task: Predict the product of the given reaction. (1) Given the reactants [CH2:1]1[C:9]2[C:4](=[CH:5][CH:6]=[CH:7][CH:8]=2)[CH:3]=[CH:2]1.Cl[C:11](Cl)(Cl)[C:12](Cl)=[O:13], predict the reaction product. The product is: [C:12]1(=[O:13])[CH:2]2[CH2:3][C:4]3[CH:5]=[CH:6][CH:7]=[CH:8][C:9]=3[CH:1]2[CH2:11]1. (2) Given the reactants [Cl:1][C:2]1[CH:7]=[CH:6][C:5]([Cl:8])=[CH:4][C:3]=1[C:9](=[O:11])[CH3:10].[H-].[Na+].[C:14](=O)([O:18]CC)[O:15][CH2:16][CH3:17].Cl, predict the reaction product. The product is: [Cl:1][C:2]1[CH:7]=[CH:6][C:5]([Cl:8])=[CH:4][C:3]=1[C:9](=[O:11])[CH2:10][C:14]([O:15][CH2:16][CH3:17])=[O:18]. (3) Given the reactants [F:1][C:2]([F:14])([F:13])[C:3]([N:5]1[CH2:12][CH2:11][CH2:10][C@H:6]1[C:7](Cl)=[O:8])=[O:4].[NH2:15][CH2:16][C:17](=[O:19])[CH3:18], predict the reaction product. The product is: [O:19]=[C:17]([CH3:18])[CH2:16][NH:15][C:7]([CH:6]1[CH2:10][CH2:11][CH2:12][N:5]1[C:3](=[O:4])[C:2]([F:14])([F:13])[F:1])=[O:8]. (4) Given the reactants [C:1]([C:5]1[CH:6]=[CH:7][C:8]([N+:12]([O-:14])=[O:13])=[C:9]([NH2:11])[CH:10]=1)([CH3:4])([CH3:3])[CH3:2].[S-:15][C:16]#[N:17].[NH4+].BrBr, predict the reaction product. The product is: [C:1]([C:5]1[C:6]([S:15][C:16]#[N:17])=[CH:7][C:8]([N+:12]([O-:14])=[O:13])=[C:9]([NH2:11])[CH:10]=1)([CH3:4])([CH3:2])[CH3:3]. (5) Given the reactants [I:1][C:2]1[CH:3]=[C:4]2[C:8](=[CH:9][CH:10]=1)[N:7]([CH:11]1[CH2:16][CH2:15][CH2:14][CH2:13][O:12]1)[N:6]=[C:5]2[CH:17]=O.[CH3:19][N:20]([CH2:28][CH2:29][NH:30][CH3:31])[C:21](=[O:27])[O:22][C:23]([CH3:26])([CH3:25])[CH3:24].C([BH3-])#N.[Na+], predict the reaction product. The product is: [I:1][C:2]1[CH:3]=[C:4]2[C:8](=[CH:9][CH:10]=1)[N:7]([CH:11]1[CH2:16][CH2:15][CH2:14][CH2:13][O:12]1)[N:6]=[C:5]2[CH2:17][N:30]([CH3:31])[CH2:29][CH2:28][N:20]([CH3:19])[C:21](=[O:27])[O:22][C:23]([CH3:24])([CH3:25])[CH3:26].